Dataset: Catalyst prediction with 721,799 reactions and 888 catalyst types from USPTO. Task: Predict which catalyst facilitates the given reaction. (1) Reactant: C1CCN2C(=NCCC2)CC1.[F:12][C:13]1[CH:14]=[CH:15][C:16]([NH:19][C:20]2[N:25]=[CH:24][C:23]3[CH:26]=[C:27]([C:33]4[CH:34]=[N:35][N:36](C(OC(C)(C)C)=O)[CH:37]=4)[N:28](S(C)(=O)=O)[C:22]=3[CH:21]=2)=[N:17][CH:18]=1. Product: [F:12][C:13]1[CH:14]=[CH:15][C:16]([NH:19][C:20]2[N:25]=[CH:24][C:23]3[CH:26]=[C:27]([C:33]4[CH:37]=[N:36][NH:35][CH:34]=4)[NH:28][C:22]=3[CH:21]=2)=[N:17][CH:18]=1. The catalyst class is: 18. (2) Reactant: [Br:1][C:2]1[CH:7]=[CH:6][C:5](/[C:8](/[C:18]2[CH:23]=[CH:22][C:21]([F:24])=[CH:20][CH:19]=2)=[N:9]\[NH:10]C(OC(C)(C)C)=O)=[C:4](F)[CH:3]=1.N12CCCN=C1CCCCC2.O.C(Cl)(Cl)Cl. Product: [Br:1][C:2]1[CH:7]=[C:6]2[C:5]([C:8]([C:18]3[CH:23]=[CH:22][C:21]([F:24])=[CH:20][CH:19]=3)=[N:9][NH:10]2)=[CH:4][CH:3]=1. The catalyst class is: 1.